Dataset: Peptide-MHC class I binding affinity with 185,985 pairs from IEDB/IMGT. Task: Regression. Given a peptide amino acid sequence and an MHC pseudo amino acid sequence, predict their binding affinity value. This is MHC class I binding data. (1) The peptide sequence is TSYKRFVTDY. The MHC is HLA-A31:01 with pseudo-sequence HLA-A31:01. The binding affinity (normalized) is 0.395. (2) The peptide sequence is RDITAFEGL. The MHC is HLA-A31:01 with pseudo-sequence HLA-A31:01. The binding affinity (normalized) is 0.0847. (3) The peptide sequence is RRYQIAQYK. The MHC is HLA-B08:02 with pseudo-sequence HLA-B08:02. The binding affinity (normalized) is 0.0847. (4) The peptide sequence is RQLLWRYQI. The MHC is HLA-B45:06 with pseudo-sequence HLA-B45:06. The binding affinity (normalized) is 0.213. (5) The peptide sequence is WESGAVLCV. The MHC is HLA-A31:01 with pseudo-sequence HLA-A31:01. The binding affinity (normalized) is 0.0847. (6) The peptide sequence is QLTPHTKAV. The MHC is HLA-B57:01 with pseudo-sequence HLA-B57:01. The binding affinity (normalized) is 0. (7) The peptide sequence is EDDDLVGVSV. The MHC is Mamu-B01 with pseudo-sequence Mamu-B01. The binding affinity (normalized) is 0.181. (8) The binding affinity (normalized) is 0.0847. The MHC is HLA-A31:01 with pseudo-sequence HLA-A31:01. The peptide sequence is FMKVKFEAL. (9) The peptide sequence is ELDEIGEDV. The MHC is HLA-B27:05 with pseudo-sequence HLA-B27:05. The binding affinity (normalized) is 0.0847. (10) The peptide sequence is SGLPGIFIV. The MHC is HLA-A02:11 with pseudo-sequence HLA-A02:11. The binding affinity (normalized) is 0.205.